This data is from Peptide-MHC class I binding affinity with 185,985 pairs from IEDB/IMGT. The task is: Regression. Given a peptide amino acid sequence and an MHC pseudo amino acid sequence, predict their binding affinity value. This is MHC class I binding data. (1) The peptide sequence is LDHVNTLHF. The MHC is HLA-A01:01 with pseudo-sequence HLA-A01:01. The binding affinity (normalized) is 0.0866. (2) The peptide sequence is LSCQGSDDI. The MHC is H-2-Kb with pseudo-sequence H-2-Kb. The binding affinity (normalized) is 0.145. (3) The peptide sequence is PEKGWLSTYAV. The MHC is Mamu-B01 with pseudo-sequence Mamu-B01. The binding affinity (normalized) is 0. (4) The MHC is HLA-B07:02 with pseudo-sequence HLA-B07:02. The binding affinity (normalized) is 0.0847. The peptide sequence is IIYERDFSY. (5) The peptide sequence is MPVTHSSAAQ. The MHC is HLA-B07:02 with pseudo-sequence HLA-B07:02. The binding affinity (normalized) is 0.0842. (6) The peptide sequence is TSTTASAKVDM. The MHC is Mamu-A11 with pseudo-sequence Mamu-A11. The binding affinity (normalized) is 0. (7) The peptide sequence is TPGPGTRYPL. The MHC is HLA-B15:01 with pseudo-sequence HLA-B15:01. The binding affinity (normalized) is 0.